From a dataset of Forward reaction prediction with 1.9M reactions from USPTO patents (1976-2016). Predict the product of the given reaction. (1) Given the reactants [Br:1][C:2]1[CH:3]=[CH:4][C:5]([S:8](Cl)(=[O:10])=[O:9])=[N:6][CH:7]=1.[C:12]([NH2:16])([CH3:15])([CH3:14])[CH3:13].O, predict the reaction product. The product is: [Br:1][C:2]1[CH:3]=[CH:4][C:5]([S:8]([NH:16][C:12]([CH3:15])([CH3:14])[CH3:13])(=[O:10])=[O:9])=[N:6][CH:7]=1. (2) Given the reactants [C:1]1([N:7]([C:9]2[CH:14]=[CH:13][CH:12]=[CH:11][CH:10]=2)[NH2:8])[CH:6]=[CH:5][CH:4]=[CH:3][CH:2]=1.[OH:15][C:16]1[CH:23]=[C:22]([OH:24])[C:21]([OH:25])=[CH:20][C:17]=1[CH:18]=O, predict the reaction product. The product is: [C:1]1([N:7]([C:9]2[CH:14]=[CH:13][CH:12]=[CH:11][CH:10]=2)[N:8]=[CH:18][C:17]2[CH:20]=[C:21]([OH:25])[C:22]([OH:24])=[CH:23][C:16]=2[OH:15])[CH:2]=[CH:3][CH:4]=[CH:5][CH:6]=1. (3) Given the reactants [Cl:1][C:2]1[N:7]=[C:6]2[N:8]=[C:9]([CH2:16][N:17]3[C:21]4[CH:22]=[N:23][CH:24]=[CH:25][C:20]=4[N:19]([CH:26]4[CH2:28][CH2:27]4)[C:18]3=[O:29])[N:10]([CH2:11][CH2:12][CH2:13][CH:14]=[O:15])[C:5]2=[CH:4][CH:3]=1.[CH3:30][Mg]I, predict the reaction product. The product is: [Cl:1][C:2]1[N:7]=[C:6]2[N:8]=[C:9]([CH2:16][N:17]3[C:21]4[CH:22]=[N:23][CH:24]=[CH:25][C:20]=4[N:19]([CH:26]4[CH2:28][CH2:27]4)[C:18]3=[O:29])[N:10]([CH2:11][CH2:12][CH2:13][CH:14]([OH:15])[CH3:30])[C:5]2=[CH:4][CH:3]=1. (4) Given the reactants C([O-])(=O)C.[Na+].Cl.[NH2:7][OH:8].[Br:9][C:10]1[CH:15]=[CH:14][C:13]([C:16](=O)[C:17]([F:20])([F:19])[F:18])=[C:12]([OH:22])[CH:11]=1, predict the reaction product. The product is: [Br:9][C:10]1[CH:15]=[CH:14][C:13]([C:16](=[N:7][OH:8])[C:17]([F:20])([F:19])[F:18])=[C:12]([OH:22])[CH:11]=1.